From a dataset of Forward reaction prediction with 1.9M reactions from USPTO patents (1976-2016). Predict the product of the given reaction. (1) Given the reactants [CH2:1]([C:3]1[N:7]=[C:6]([CH2:8][N:9]2[C:14]3[CH:15]=[C:16]([C:18]4[CH:23]=[CH:22][CH:21]=[CH:20][CH:19]=4)[S:17][C:13]=3[C:12](=[O:24])[N:11]([CH:25]3[CH2:30][CH2:29][N:28](C(OC(C)(C)C)=O)[CH2:27][CH2:26]3)[C:10]2=[O:38])[S:5][N:4]=1)[CH3:2].[F:39][C:40]([F:45])([F:44])[C:41]([OH:43])=[O:42], predict the reaction product. The product is: [F:39][C:40]([F:45])([F:44])[C:41]([OH:43])=[O:42].[CH2:1]([C:3]1[N:7]=[C:6]([CH2:8][N:9]2[C:14]3[CH:15]=[C:16]([C:18]4[CH:23]=[CH:22][CH:21]=[CH:20][CH:19]=4)[S:17][C:13]=3[C:12](=[O:24])[N:11]([CH:25]3[CH2:30][CH2:29][NH:28][CH2:27][CH2:26]3)[C:10]2=[O:38])[S:5][N:4]=1)[CH3:2]. (2) Given the reactants [SH:1][C:2]1[CH:7]=[CH:6][C:5]([S:8]([N:11]2[C:19]3[C:14](=[CH:15][CH:16]=[CH:17][CH:18]=3)[CH2:13][C@@H:12]2[C:20]([OH:22])=[O:21])(=[O:10])=[O:9])=[CH:4][CH:3]=1.[OH-].[Na+].O.Cl[CH2:27][C:28]1[N:29]=[C:30]([C:34]2[CH:39]=[CH:38][CH:37]=[CH:36][CH:35]=2)[O:31][C:32]=1[CH3:33], predict the reaction product. The product is: [CH3:33][C:32]1[O:31][C:30]([C:34]2[CH:35]=[CH:36][CH:37]=[CH:38][CH:39]=2)=[N:29][C:28]=1[CH2:27][S:1][C:2]1[CH:7]=[CH:6][C:5]([S:8]([N:11]2[C:19]3[C:14](=[CH:15][CH:16]=[CH:17][CH:18]=3)[CH2:13][C@@H:12]2[C:20]([OH:22])=[O:21])(=[O:10])=[O:9])=[CH:4][CH:3]=1.